From a dataset of Catalyst prediction with 721,799 reactions and 888 catalyst types from USPTO. Predict which catalyst facilitates the given reaction. (1) Reactant: P(Cl)(Cl)(Cl)=O.O=[C:7]([NH:12][CH:13]([C:23]1[CH:28]=[CH:27][CH:26]=[CH:25][N:24]=1)[CH2:14][CH2:15][C:16]([F:22])([F:21])[C:17]([F:20])([F:19])[F:18])[C:8]([O:10][CH3:11])=[O:9]. Product: [F:21][C:16]([F:22])([C:17]([F:20])([F:19])[F:18])[CH2:15][CH2:14][C:13]1[N:12]=[C:7]([C:8]([O:10][CH3:11])=[O:9])[N:24]2[CH:25]=[CH:26][CH:27]=[CH:28][C:23]=12. The catalyst class is: 344. (2) Reactant: [CH3:1][N:2]1[C:14]2[C:13]([C:15]3[S:16][C:17]([CH3:20])=[CH:18][CH:19]=3)=[CH:12][C:11]3[C:6](=[C:7]([NH2:22])[N:8]=[C:9]([NH2:21])[N:10]=3)[C:5]=2[CH:4]=[CH:3]1.[H-].[Na+].I[CH3:26].O. Product: [CH3:1][N:2]1[C:14]2[C:13]([C:15]3[S:16][C:17]([CH3:20])=[CH:18][CH:19]=3)=[CH:12][C:11]3[C:6](=[C:7]([NH:22][CH3:26])[N:8]=[C:9]([NH2:21])[N:10]=3)[C:5]=2[CH:4]=[CH:3]1. The catalyst class is: 9.